From a dataset of Full USPTO retrosynthesis dataset with 1.9M reactions from patents (1976-2016). Predict the reactants needed to synthesize the given product. (1) Given the product [C:8]1([C:6]2[O:5][N:4]=[C:3]([CH2:2][P:14](=[O:21])([O:18][CH2:19][CH3:20])[O:15][CH2:16][CH3:17])[N:7]=2)[CH:13]=[CH:12][CH:11]=[CH:10][CH:9]=1, predict the reactants needed to synthesize it. The reactants are: Cl[CH2:2][C:3]1[N:7]=[C:6]([C:8]2[CH:13]=[CH:12][CH:11]=[CH:10][CH:9]=2)[O:5][N:4]=1.[P:14]([O:21]CC)([O:18][CH2:19][CH3:20])[O:15][CH2:16][CH3:17]. (2) Given the product [OH:18][CH:17]([C:9]1[CH:14]=[N:13][C:12]([CH3:15])=[CH:11][CH:10]=1)[C:16]([O:20][CH2:21][CH3:22])=[O:19], predict the reactants needed to synthesize it. The reactants are: C([Mg]Cl)(C)C.[Li+].[Cl-].Br[C:9]1[CH:10]=[CH:11][C:12]([CH3:15])=[N:13][CH:14]=1.[C:16]([O:20][CH2:21][CH3:22])(=[O:19])[CH:17]=[O:18].C1(C)C=CC=CC=1. (3) Given the product [CH3:27][C:22]1([NH:21][C:19]([C:17]2[S:18][C:14]([Br:13])=[CH:15][CH:16]=2)=[O:20])[CH2:1][CH2:26][O:25][C:23]1=[O:24], predict the reactants needed to synthesize it. The reactants are: [CH:1](NC(C)C)(C)C.C([Li])CCC.[Br:13][C:14]1[S:18][C:17]([C:19]([NH:21][CH:22]([CH3:27])[C:23]([O:25][CH3:26])=[O:24])=[O:20])=[CH:16][CH:15]=1.C1OC1.[Cl-].[NH4+]. (4) Given the product [ClH:1].[CH3:16][O:17][C:18](=[O:37])[CH:19]([NH:23][C:24](=[O:36])[CH:25]([NH2:28])[CH2:26][CH3:27])[CH:20]1[CH2:21][CH2:22]1, predict the reactants needed to synthesize it. The reactants are: [ClH:1].COC(=O)C(NC(=O)[C@H](C)N)C1CC1.[CH3:16][O:17][C:18](=[O:37])[CH:19]([NH:23][C:24](=[O:36])[CH:25]([NH:28]C(OC(C)(C)C)=O)[CH2:26][CH3:27])[CH:20]1[CH2:22][CH2:21]1. (5) The reactants are: [CH3:1][S:2]([N:5]1[CH2:10][CH2:9][N:8]([C:11]2[CH:12]=[C:13]([C:20]3[CH:25]=[CH:24][CH:23]=[CH:22][CH:21]=3)[CH:14]=[C:15]([N+:17]([O-])=O)[CH:16]=2)[CH2:7][CH2:6]1)(=[O:4])=[O:3].ClCCl. Given the product [CH3:1][S:2]([N:5]1[CH2:6][CH2:7][N:8]([C:11]2[CH:16]=[C:15]([NH2:17])[CH:14]=[C:13]([C:20]3[CH:25]=[CH:24][CH:23]=[CH:22][CH:21]=3)[CH:12]=2)[CH2:9][CH2:10]1)(=[O:3])=[O:4], predict the reactants needed to synthesize it. (6) Given the product [NH2:7][C:8]([CH3:38])([CH2:35][CH2:36][CH3:37])[CH2:9][NH:10][C:11]([C:13]1[C:14]([CH3:34])=[N:15][N:16]2[C:21]([O:22][CH2:23][C:24]3[C:29]([F:30])=[CH:28][CH:27]=[CH:26][C:25]=3[F:31])=[CH:20][C:19]([CH2:32][CH3:33])=[CH:18][C:17]=12)=[O:12], predict the reactants needed to synthesize it. The reactants are: C(OC(=O)[NH:7][C:8]([CH3:38])([CH2:35][CH2:36][CH3:37])[CH2:9][NH:10][C:11]([C:13]1[C:14]([CH3:34])=[N:15][N:16]2[C:21]([O:22][CH2:23][C:24]3[C:29]([F:30])=[CH:28][CH:27]=[CH:26][C:25]=3[F:31])=[CH:20][C:19]([CH2:32][CH3:33])=[CH:18][C:17]=12)=[O:12])(C)(C)C.FC(F)(F)C(O)=O. (7) Given the product [Cl:13][C:4]1[C:5]([F:12])=[C:6]([O:9][CH2:10][CH3:11])[CH:7]=[CH:8][C:3]=1[C:28]1([OH:31])[CH2:27][CH2:26][CH:25]([CH2:24][CH2:23][C@H:20]2[CH2:19][CH2:18][C@H:17]([CH2:14][CH2:15][CH3:16])[CH2:22][CH2:21]2)[CH2:30][CH2:29]1, predict the reactants needed to synthesize it. The reactants are: [Mg].Br[C:3]1[CH:8]=[CH:7][C:6]([O:9][CH2:10][CH3:11])=[C:5]([F:12])[C:4]=1[Cl:13].[CH2:14]([C@H:17]1[CH2:22][CH2:21][C@H:20]([CH2:23][CH2:24][CH:25]2[CH2:30][CH2:29][C:28](=[O:31])[CH2:27][CH2:26]2)[CH2:19][CH2:18]1)[CH2:15][CH3:16].Cl. (8) Given the product [OH:18][CH:19]1[CH2:22][N:21]([C:23]([C:25]2[N:26]=[C:27]([N:30]3[CH2:33][CH:32]([S:34][C:35]4[C@H:36]([CH3:59])[C@@H:37]5[C@@H:54]([C@H:55]([OH:57])[CH3:56])[C:53](=[O:58])[N:38]5[C:39]=4[C:40]([O:42][CH2:43][C:44]4[CH:45]=[CH:46][C:47]([N+:50]([O-:52])=[O:51])=[CH:48][CH:49]=4)=[O:41])[CH2:31]3)[O:28][CH:29]=2)=[O:24])[CH2:20]1, predict the reactants needed to synthesize it. The reactants are: [Si]([O:18][CH:19]1[CH2:22][N:21]([C:23]([C:25]2[N:26]=[C:27]([N:30]3[CH2:33][CH:32]([S:34][C:35]4[C@H:36]([CH3:59])[C@@H:37]5[C@@H:54]([C@H:55]([OH:57])[CH3:56])[C:53](=[O:58])[N:38]5[C:39]=4[C:40]([O:42][CH2:43][C:44]4[CH:49]=[CH:48][C:47]([N+:50]([O-:52])=[O:51])=[CH:46][CH:45]=4)=[O:41])[CH2:31]3)[O:28][CH:29]=2)=[O:24])[CH2:20]1)(C(C)(C)C)(C1C=CC=CC=1)C1C=CC=CC=1.C(O)(=O)C.[F-].C([N+](CCCC)(CCCC)CCCC)CCC.[Cl-].[Na+].